From a dataset of Full USPTO retrosynthesis dataset with 1.9M reactions from patents (1976-2016). Predict the reactants needed to synthesize the given product. (1) Given the product [OH:35][C@H:33]([CH3:34])[CH2:32][NH:31][C:17](=[O:19])[CH2:16][CH:13]1[S:12][C:11]([C:8]2[NH:9][C:10]3[C:6]([CH:7]=2)=[CH:5][C:4]([O:20][C:21]2[CH:22]=[N:23][C:24]([S:27]([CH3:30])(=[O:29])=[O:28])=[CH:25][CH:26]=2)=[CH:3][C:2]=3[CH3:1])=[N:15][CH2:14]1, predict the reactants needed to synthesize it. The reactants are: [CH3:1][C:2]1[CH:3]=[C:4]([O:20][C:21]2[CH:22]=[N:23][C:24]([S:27]([CH3:30])(=[O:29])=[O:28])=[CH:25][CH:26]=2)[CH:5]=[C:6]2[C:10]=1[NH:9][C:8]([C:11]1[S:12][CH:13]([CH2:16][C:17]([OH:19])=O)[CH2:14][N:15]=1)=[CH:7]2.[NH2:31][CH2:32][C@H:33]([OH:35])[CH3:34].ON1C2C=CC=CC=2N=N1.Cl.C(N=C=NCCCN(C)C)C. (2) Given the product [CH2:1]([O:8][C:9](=[O:17])[C@H:10]([CH2:12][CH2:13][C:14]([OH:16])=[O:15])[NH:11][C:21](=[O:20])[C:22]([F:25])([F:24])[F:23])[C:2]1[CH:3]=[CH:4][CH:5]=[CH:6][CH:7]=1, predict the reactants needed to synthesize it. The reactants are: [CH2:1]([O:8][C:9](=[O:17])[C@H:10]([CH2:12][CH2:13][C:14]([OH:16])=[O:15])[NH2:11])[C:2]1[CH:7]=[CH:6][CH:5]=[CH:4][CH:3]=1.C([O:20][C:21](=O)[C:22]([F:25])([F:24])[F:23])C. (3) Given the product [Cl:12][C:13]1[CH:18]=[CH:17][C:16]([C:19]2[S:20][C:21]3[C:22](=[O:37])[N:23]([C:28]4[CH:33]=[CH:32][C:31]([O:10][CH2:9][CH2:8][N:4]5[CH2:5][CH2:6][O:7][C:2]([CH3:11])([CH3:1])[CH2:3]5)=[C:30]([O:35][CH3:36])[CH:29]=4)[CH:24]=[CH:25][C:26]=3[N:27]=2)=[CH:15][CH:14]=1, predict the reactants needed to synthesize it. The reactants are: [CH3:1][C:2]1([CH3:11])[O:7][CH2:6][CH2:5][N:4]([CH2:8][CH2:9][OH:10])[CH2:3]1.[Cl:12][C:13]1[CH:18]=[CH:17][C:16]([C:19]2[S:20][C:21]3[C:22](=[O:37])[N:23]([C:28]4[CH:33]=[CH:32][C:31](O)=[C:30]([O:35][CH3:36])[CH:29]=4)[CH:24]=[CH:25][C:26]=3[N:27]=2)=[CH:15][CH:14]=1.C1(P(C2C=CC=CC=2)C2C=CC=CC=2)C=CC=CC=1.N(C(OC(C)C)=O)=NC(OC(C)C)=O.[OH-].[Na+].C1(O)C=CC=CC=1.